Dataset: Forward reaction prediction with 1.9M reactions from USPTO patents (1976-2016). Task: Predict the product of the given reaction. (1) Given the reactants [C:1](O)([C:3](F)(F)F)=[O:2].[CH3:8][O:9][C:10]1[CH:11]=[C:12]([C:22]2[CH:23]=[C:24]([O:31][C@@H:32]([C@H:34]3[CH2:38][NH:37][C:36](=[O:39])[CH2:35]3)[CH3:33])[C:25]3[S:29][CH:28]=[N:27][C:26]=3[CH:30]=2)[CH:13]=[CH:14][C:15]=1[N:16]1[CH2:21][CH2:20][NH:19][CH2:18][CH2:17]1.CCN(CC)CC.C(OC(=O)C)(=O)C, predict the reaction product. The product is: [C:1]([N:19]1[CH2:18][CH2:17][N:16]([C:15]2[CH:14]=[CH:13][C:12]([C:22]3[CH:23]=[C:24]([O:31][C@@H:32]([C@H:34]4[CH2:38][NH:37][C:36](=[O:39])[CH2:35]4)[CH3:33])[C:25]4[S:29][CH:28]=[N:27][C:26]=4[CH:30]=3)=[CH:11][C:10]=2[O:9][CH3:8])[CH2:21][CH2:20]1)(=[O:2])[CH3:3]. (2) Given the reactants Cl[C:2]1[N:3]=[C:4]([N:13]2[CH2:18][CH2:17][N:16]([C:19]([O:21][C:22]([CH3:25])([CH3:24])[CH3:23])=[O:20])[CH2:15][CH2:14]2)[C:5]2[CH:10]=[C:9]([CH2:11][CH3:12])[S:8][C:6]=2[N:7]=1.[N-:26]=[N+:27]=[N-:28].[Na+], predict the reaction product. The product is: [N:26]([C:2]1[N:3]=[C:4]([N:13]2[CH2:18][CH2:17][N:16]([C:19]([O:21][C:22]([CH3:25])([CH3:24])[CH3:23])=[O:20])[CH2:15][CH2:14]2)[C:5]2[CH:10]=[C:9]([CH2:11][CH3:12])[S:8][C:6]=2[N:7]=1)=[N+:27]=[N-:28].